Dataset: Reaction yield outcomes from USPTO patents with 853,638 reactions. Task: Predict the reaction yield, written as a fraction of the theoretical maximum amount of product (1.0 means a 100% yield; for example, 0.34 means a 34% yield). (1) The reactants are C(=O)([O-])[O-].[K+].[K+].[C:7]1([S:13]([N:16]2[C:20]3=[N:21][CH:22]=[C:23]([OH:25])[CH:24]=[C:19]3[CH:18]=[C:17]2[C:26]([C:33]2[CH:38]=[CH:37][C:36]([S:39]([CH3:42])(=[O:41])=[O:40])=[CH:35][CH:34]=2)=[CH:27][CH:28]2[CH2:32][CH2:31][CH2:30][CH2:29]2)(=[O:15])=[O:14])[CH:12]=[CH:11][CH:10]=[CH:9][CH:8]=1.Br[CH2:44][CH2:45][O:46][Si:47]([C:60]([CH3:63])([CH3:62])[CH3:61])([C:54]1[CH:59]=[CH:58][CH:57]=[CH:56][CH:55]=1)[C:48]1[CH:53]=[CH:52][CH:51]=[CH:50][CH:49]=1. The product is [C:7]1([S:13]([N:16]2[C:20]3=[N:21][CH:22]=[C:23]([O:25][CH2:44][CH2:45][O:46][Si:47]([C:60]([CH3:61])([CH3:63])[CH3:62])([C:54]4[CH:59]=[CH:58][CH:57]=[CH:56][CH:55]=4)[C:48]4[CH:53]=[CH:52][CH:51]=[CH:50][CH:49]=4)[CH:24]=[C:19]3[CH:18]=[C:17]2[C:26]([C:33]2[CH:34]=[CH:35][C:36]([S:39]([CH3:42])(=[O:40])=[O:41])=[CH:37][CH:38]=2)=[CH:27][CH:28]2[CH2:32][CH2:31][CH2:30][CH2:29]2)(=[O:14])=[O:15])[CH:12]=[CH:11][CH:10]=[CH:9][CH:8]=1. The yield is 0.628. The catalyst is CN(C)C=O.C(OCC)(=O)C. (2) The reactants are Br[C:2]1[CH:3]=[CH:4][C:5]2[NH:6][C:7]3[C:12]([C:13]=2[CH:14]=1)=[CH:11][CH:10]=[CH:9][CH:8]=3.[B:15]1([B:15]2[O:19][C:18]([CH3:21])([CH3:20])[C:17]([CH3:23])([CH3:22])[O:16]2)[O:19][C:18]([CH3:21])([CH3:20])[C:17]([CH3:23])([CH3:22])[O:16]1.CC([O-])=O.[K+].N. The catalyst is CN(C=O)C. The product is [CH3:22][C:17]1([CH3:23])[C:18]([CH3:21])([CH3:20])[O:19][B:15]([C:2]2[CH:3]=[CH:4][C:5]3[NH:6][C:7]4[C:12]([C:13]=3[CH:14]=2)=[CH:11][CH:10]=[CH:9][CH:8]=4)[O:16]1. The yield is 0.690. (3) The catalyst is CN(C=O)C. The reactants are [C:1]([N:5]1[C:9](=[O:10])[C:8](Cl)=[C:7]([C:12]2[CH:17]=[CH:16][CH:15]=[CH:14][CH:13]=2)[S:6]1(=[O:19])=[O:18])([CH3:4])([CH3:3])[CH3:2].[NH2:20][CH2:21][CH2:22][C:23]1[CH:28]=[CH:27][C:26]([S:29]([NH2:32])(=[O:31])=[O:30])=[CH:25][CH:24]=1. The product is [C:1]([N:5]1[C:9](=[O:10])[C:8]([NH:20][CH2:21][CH2:22][C:23]2[CH:24]=[CH:25][C:26]([S:29]([NH2:32])(=[O:30])=[O:31])=[CH:27][CH:28]=2)=[C:7]([C:12]2[CH:17]=[CH:16][CH:15]=[CH:14][CH:13]=2)[S:6]1(=[O:19])=[O:18])([CH3:4])([CH3:3])[CH3:2]. The yield is 0.450. (4) No catalyst specified. The yield is 0.490. The reactants are [CH2:1]([O:4][C:5]1[CH:12]=[CH:11][C:8]([CH:9]=O)=[CH:7][CH:6]=1)[CH2:2][CH3:3].CO[CH2:15][C:16]([C:18]1[CH:23]=[C:22]([O:24][CH3:25])[CH:21]=[CH:20][CH:19]=1)=[O:17].[OH-:26].[Na+].[CH3:28]O. The product is [CH2:1]([O:4][C:5]1[CH:12]=[CH:11][C:8](/[CH:9]=[CH:15]/[C:16]([C:18]2[CH:23]=[C:22]([O:24][CH3:25])[CH:21]=[CH:20][C:19]=2[O:26][CH3:28])=[O:17])=[CH:7][CH:6]=1)[CH2:2][CH3:3]. (5) The reactants are [OH:1][CH:2]1[CH2:7][CH2:6][CH2:5][CH:4]([N:8]2[C:16](=[O:17])[C:15]3[C:10](=[CH:11][CH:12]=[CH:13][CH:14]=3)[C:9]2=[O:18])[CH2:3]1.C(OC(=O)C)=C. The catalyst is C1COCC1. The product is [OH:1][C@@H:2]1[CH2:7][CH2:6][CH2:5][C@H:4]([N:8]2[C:9](=[O:18])[C:10]3[C:15](=[CH:14][CH:13]=[CH:12][CH:11]=3)[C:16]2=[O:17])[CH2:3]1. The yield is 0.390. (6) The reactants are [Si]([O:8][CH2:9][CH2:10][CH2:11][C@@:12]1([C:35]2[CH:40]=[CH:39][C:38]([F:41])=[CH:37][CH:36]=2)[O:17][C:16](=[O:18])[N:15]([C@H:19]([C:21]2[CH:26]=[CH:25][C:24]([C:27]3[CH:32]=[CH:31][C:30](=[O:33])[N:29]([CH3:34])[CH:28]=3)=[CH:23][CH:22]=2)[CH3:20])[CH2:14][CH2:13]1)(C(C)(C)C)(C)C.CCCC[N+](CCCC)(CCCC)CCCC.[F-]. The catalyst is CC#N. The product is [F:41][C:38]1[CH:39]=[CH:40][C:35]([C@:12]2([CH2:11][CH2:10][CH2:9][OH:8])[O:17][C:16](=[O:18])[N:15]([C@H:19]([C:21]3[CH:26]=[CH:25][C:24]([C:27]4[CH:32]=[CH:31][C:30](=[O:33])[N:29]([CH3:34])[CH:28]=4)=[CH:23][CH:22]=3)[CH3:20])[CH2:14][CH2:13]2)=[CH:36][CH:37]=1. The yield is 0.0400. (7) The reactants are [CH2:1]([C:11]1[CH:16]=[C:15]([CH3:17])[C:14]([NH2:18])=[C:13]([CH3:19])[CH:12]=1)[C:2]1[CH:7]=[C:6]([CH3:8])[C:5]([NH2:9])=[C:4]([CH3:10])[CH:3]=1.[CH2:20]([C:22]([CH3:24])=O)[CH3:21]. The yield is 0.960. The product is [CH:20]([NH:18][C:14]1[C:15]([CH3:17])=[CH:16][C:11]([CH2:1][C:2]2[CH:7]=[C:6]([CH3:8])[C:5]([NH:9][CH:1]([CH2:2][CH3:3])[CH3:11])=[C:4]([CH3:10])[CH:3]=2)=[CH:12][C:13]=1[CH3:19])([CH2:22][CH3:24])[CH3:21]. The catalyst is [Pt].C1(C)C=CC=CC=1.